This data is from Full USPTO retrosynthesis dataset with 1.9M reactions from patents (1976-2016). The task is: Predict the reactants needed to synthesize the given product. (1) Given the product [Cl:13][C:14]1[C:15]([O:24][C:25]2[CH:30]=[C:29]([O:31][CH2:32][CH2:33][CH2:34][C:35]#[N:36])[CH:28]=[CH:27][C:26]=2/[CH:37]=[CH:38]/[C:39]([NH:50][S:47]([CH2:42][CH2:43][CH2:44][CH2:45][CH3:46])(=[O:49])=[O:48])=[O:40])=[N:16][CH:17]=[C:18]([C:20]([F:21])([F:23])[F:22])[CH:19]=1, predict the reactants needed to synthesize it. The reactants are: Cl.C(N=C=NCCCN(C)C)C.[Cl:13][C:14]1[C:15]([O:24][C:25]2[CH:30]=[C:29]([O:31][CH2:32][CH2:33][CH2:34][C:35]#[N:36])[CH:28]=[CH:27][C:26]=2/[CH:37]=[CH:38]/[C:39](O)=[O:40])=[N:16][CH:17]=[C:18]([C:20]([F:23])([F:22])[F:21])[CH:19]=1.[CH2:42]([S:47]([NH2:50])(=[O:49])=[O:48])[CH2:43][CH2:44][CH2:45][CH3:46].Cl. (2) Given the product [C:1]1([CH2:7][CH2:8][CH2:9][CH2:10][CH2:11][CH2:12][C:13]([C:15]2[O:16][CH:17]=[C:18]([C:20]([NH2:24])=[O:22])[N:19]=2)=[O:14])[CH:6]=[CH:5][CH:4]=[CH:3][CH:2]=1, predict the reactants needed to synthesize it. The reactants are: [C:1]1([CH2:7][CH2:8][CH2:9][CH2:10][CH2:11][CH2:12][C:13]([C:15]2[O:16][CH:17]=[C:18]([C:20]([O:22]C)=O)[N:19]=2)=[O:14])[CH:6]=[CH:5][CH:4]=[CH:3][CH:2]=1.[NH3:24].